From a dataset of Full USPTO retrosynthesis dataset with 1.9M reactions from patents (1976-2016). Predict the reactants needed to synthesize the given product. (1) Given the product [F:1][C:2]1[CH:10]=[C:9]2[C:5]([C:6]([C:20]3[CH:21]=[N:22][N:23]([CH2:25][CH:26]([OH:29])[C:27]([NH2:28])=[O:32])[CH:24]=3)=[CH:7][N:8]2[S:11]([C:14]2[CH:15]=[CH:16][CH:17]=[CH:18][CH:19]=2)(=[O:12])=[O:13])=[CH:4][CH:3]=1, predict the reactants needed to synthesize it. The reactants are: [F:1][C:2]1[CH:10]=[C:9]2[C:5]([C:6]([C:20]3[CH:21]=[N:22][N:23]([CH2:25][CH:26]([OH:29])[C:27]#[N:28])[CH:24]=3)=[CH:7][N:8]2[S:11]([C:14]2[CH:19]=[CH:18][CH:17]=[CH:16][CH:15]=2)(=[O:13])=[O:12])=[CH:4][CH:3]=1.C(N)(=[O:32])C. (2) Given the product [Cl:25][C:26]1[CH:31]=[C:30]([O:18][C:16]2[CH:15]=[CH:14][C:12]3[N:13]=[C:9]([NH:8][C@@H:3]4[CH2:4][CH2:5][CH2:6][CH2:7][C@H:2]4[OH:1])[S:10][C:11]=3[CH:17]=2)[CH:29]=[CH:28][N:27]=1, predict the reactants needed to synthesize it. The reactants are: [OH:1][C@@H:2]1[CH2:7][CH2:6][CH2:5][CH2:4][C@H:3]1[NH:8][C:9]1[S:10][C:11]2[CH:17]=[C:16]([OH:18])[CH:15]=[CH:14][C:12]=2[N:13]=1.C(=O)([O-])[O-].[Cs+].[Cs+].[Cl:25][C:26]1[CH:31]=[C:30](F)[CH:29]=[CH:28][N:27]=1. (3) Given the product [CH2:1]([O:8][C:9]([C:11]1[C:19]2[C:14](=[CH:15][CH:16]=[C:17]([O:20][C:21]([C:24]([OH:26])=[O:25])([CH3:23])[CH3:22])[CH:18]=2)[NH:13][C:12]=1[CH3:29])=[O:10])[C:2]1[CH:7]=[CH:6][CH:5]=[CH:4][CH:3]=1, predict the reactants needed to synthesize it. The reactants are: [CH2:1]([O:8][C:9]([C:11]1[C:19]2[C:14](=[CH:15][CH:16]=[C:17]([O:20][C:21]([C:24]([O:26]CC)=[O:25])([CH3:23])[CH3:22])[CH:18]=2)[NH:13][C:12]=1[CH3:29])=[O:10])[C:2]1[CH:7]=[CH:6][CH:5]=[CH:4][CH:3]=1.[Li+].[OH-]. (4) The reactants are: [F:1][C:2]1[C:7]([CH:8]([OH:24])[CH2:9][C:10]2[CH:11]=[N:12][CH:13]=[CH:14][C:15]=2[NH:16]C(=O)OC(C)(C)C)=[CH:6][CH:5]=[CH:4][N:3]=1. Given the product [NH2:16][C:15]1[CH:14]=[CH:13][N:12]=[CH:11][C:10]=1[CH2:9][CH:8]([C:7]1[C:2]([F:1])=[N:3][CH:4]=[CH:5][CH:6]=1)[OH:24], predict the reactants needed to synthesize it. (5) Given the product [C:1]([C:9]1[CH:14]=[CH:13][CH:12]=[CH:11][C:10]=1[NH:15][S:16]([C:19]1[CH:20]=[CH:21][C:22]([C:23]([NH:25][CH2:26][C:27](=[O:29])[NH:44][CH:41]2[CH2:40][CH2:39][CH:38]([N:32]3[CH2:37][CH2:36][CH2:35][CH2:34][CH2:33]3)[CH2:43][CH2:42]2)=[O:24])=[CH:30][CH:31]=1)(=[O:17])=[O:18])(=[O:8])[C:2]1[CH:3]=[CH:4][CH:5]=[CH:6][CH:7]=1, predict the reactants needed to synthesize it. The reactants are: [C:1]([C:9]1[CH:14]=[CH:13][CH:12]=[CH:11][C:10]=1[NH:15][S:16]([C:19]1[CH:31]=[CH:30][C:22]([C:23]([NH:25][CH2:26][C:27]([OH:29])=O)=[O:24])=[CH:21][CH:20]=1)(=[O:18])=[O:17])(=[O:8])[C:2]1[CH:7]=[CH:6][CH:5]=[CH:4][CH:3]=1.[N:32]1([CH:38]2[CH2:43][CH2:42][CH:41]([NH2:44])[CH2:40][CH2:39]2)[CH2:37][CH2:36][CH2:35][CH2:34][CH2:33]1. (6) Given the product [C:1]([O:5][C:6](=[O:17])[CH:7]=[CH:8][C:9]1[CH:14]=[CH:13][C:12]([CH:15]=[CH:20][C:21]([C:23]2[CH:28]=[CH:27][C:26]([F:29])=[C:25]([F:30])[CH:24]=2)=[O:22])=[CH:11][CH:10]=1)([CH3:4])([CH3:3])[CH3:2], predict the reactants needed to synthesize it. The reactants are: [C:1]([O:5][C:6](=[O:17])[CH:7]=[CH:8][C:9]1[CH:14]=[CH:13][C:12]([CH:15]=O)=[CH:11][CH:10]=1)([CH3:4])([CH3:3])[CH3:2].[OH-].[K+].[CH3:20][C:21]([C:23]1[CH:28]=[CH:27][C:26]([F:29])=[C:25]([F:30])[CH:24]=1)=[O:22]. (7) Given the product [NH2:36][CH2:2][C:3]1[CH:8]=[CH:7][C:6]([CH2:9][CH2:10][C:11]2[N:12]=[C:13]([NH:26][C:27](=[O:29])[CH3:28])[S:14][C:15]=2[C:16]2[CH:21]=[CH:20][C:19]([S:22]([CH3:25])(=[O:24])=[O:23])=[CH:18][CH:17]=2)=[CH:5][CH:4]=1, predict the reactants needed to synthesize it. The reactants are: Br[CH2:2][C:3]1[CH:8]=[CH:7][C:6]([CH2:9][CH2:10][C:11]2[N:12]=[C:13]([NH:26][C:27](=[O:29])[CH3:28])[S:14][C:15]=2[C:16]2[CH:21]=[CH:20][C:19]([S:22]([CH3:25])(=[O:24])=[O:23])=[CH:18][CH:17]=2)=[CH:5][CH:4]=1.[Na].O.C(O)C.C[N:36](C)C=O. (8) Given the product [CH3:1][O:2][C:3]1[C:4]([N+:17]([O-:19])=[O:18])=[CH:5][C:6]([C:12]([CH3:16])([CH3:15])[CH2:13][O:14][C:20](=[O:22])[CH3:21])=[CH:7][C:8]=1[N+:9]([O-:11])=[O:10], predict the reactants needed to synthesize it. The reactants are: [CH3:1][O:2][C:3]1[C:8]([N+:9]([O-:11])=[O:10])=[CH:7][C:6]([C:12]([CH3:16])([CH3:15])[CH2:13][OH:14])=[CH:5][C:4]=1[N+:17]([O-:19])=[O:18].[C:20](OC(=O)C)(=[O:22])[CH3:21]. (9) Given the product [Cl:16][CH2:17][C:18]1[N:19]=[C:20]2[CH:25]=[CH:24][N:23]([CH3:26])[C:22](=[O:33])[N:21]2[CH:34]=1, predict the reactants needed to synthesize it. The reactants are: NC1C=CN(C)C(=O)N=1.ClCC(CCl)=O.[Cl:16][CH2:17][C:18]1[N:19]=[C:20]2[CH:25]=[CH:24][N:23]([C:26]3C=CC(F)=CC=3)[C:22](=[O:33])[N:21]2[CH:34]=1. (10) Given the product [C:29]([C:28]1[O:33][C:24]([C:23]2[CH:22]=[N:21][N:18]3[CH:19]=[CH:20][C:15]([N:10]4[CH2:11][C@@H:12]([F:14])[CH2:13][C@H:9]4[C:3]4[CH:4]=[C:5]([F:8])[CH:6]=[CH:7][C:2]=4[F:1])=[N:16][C:17]=23)=[N:26][N:27]=1)([CH3:31])([CH3:30])[CH3:32], predict the reactants needed to synthesize it. The reactants are: [F:1][C:2]1[CH:7]=[CH:6][C:5]([F:8])=[CH:4][C:3]=1[C@@H:9]1[CH2:13][C@H:12]([F:14])[CH2:11][N:10]1[C:15]1[CH:20]=[CH:19][N:18]2[N:21]=[CH:22][C:23]([C:24]([NH:26][NH:27][C:28](=[O:33])[C:29]([CH3:32])([CH3:31])[CH3:30])=O)=[C:17]2[N:16]=1.N1C=CC=CC=1.S(OS(C(F)(F)F)(=O)=O)(C(F)(F)F)(=O)=O.